This data is from Reaction yield outcomes from USPTO patents with 853,638 reactions. The task is: Predict the reaction yield, written as a fraction of the theoretical maximum amount of product (1.0 means a 100% yield; for example, 0.34 means a 34% yield). (1) The reactants are CCN(C(C)C)C(C)C.CS(O[CH2:15][CH2:16][O:17][C:18]1[CH:23]=[CH:22][C:21]([CH:24]2[CH2:29][CH2:28][N:27]([C:30]3[CH:31]=[CH:32][C:33]4[N:34]([C:36]([C:39]([F:42])([F:41])[F:40])=[N:37][N:38]=4)[N:35]=3)[CH2:26][CH2:25]2)=[CH:20][CH:19]=1)(=O)=O.[CH3:43][N:44]1[CH2:49][CH2:48][NH:47][CH2:46][C:45]1=[O:50]. The product is [CH3:43][N:44]1[CH2:49][CH2:48][N:47]([CH2:15][CH2:16][O:17][C:18]2[CH:19]=[CH:20][C:21]([CH:24]3[CH2:25][CH2:26][N:27]([C:30]4[CH:31]=[CH:32][C:33]5[N:34]([C:36]([C:39]([F:40])([F:41])[F:42])=[N:37][N:38]=5)[N:35]=4)[CH2:28][CH2:29]3)=[CH:22][CH:23]=2)[CH2:46][C:45]1=[O:50]. The yield is 0.685. The catalyst is CC(N(C)C)=O. (2) The reactants are [H-].[Na+].FC(F)(F)C(O)=O.FC(F)(F)C(O)=O.[OH:17][C:18]1[CH:19]=[CH:20][C:21]2[C:22]3[N:23]([CH2:39][CH2:40][N:41]=3)[C:24]([NH:30][C:31]([C:33]3[CH:34]=[N:35][CH:36]=[N:37][CH:38]=3)=[O:32])=[N:25][C:26]=2[C:27]=1[O:28][CH3:29].Cl.Cl[CH2:44][CH2:45][N:46]([CH3:48])[CH3:47]. The catalyst is CN(C=O)C. The product is [CH3:47][N:46]([CH3:48])[CH2:45][CH2:44][O:17][C:18]1[CH:19]=[CH:20][C:21]2[C:22]3[N:23]([CH2:39][CH2:40][N:41]=3)[C:24]([NH:30][C:31]([C:33]3[CH:34]=[N:35][CH:36]=[N:37][CH:38]=3)=[O:32])=[N:25][C:26]=2[C:27]=1[O:28][CH3:29]. The yield is 0.560.